Dataset: Human liver microsome stability data. Task: Regression/Classification. Given a drug SMILES string, predict its absorption, distribution, metabolism, or excretion properties. Task type varies by dataset: regression for continuous measurements (e.g., permeability, clearance, half-life) or binary classification for categorical outcomes (e.g., BBB penetration, CYP inhibition). Dataset: hlm. (1) The drug is CC(C)(C)C[C@@H]1N[C@@H](C(=O)N[C@H]2CC[C@H](O)C2)[C@H](c2cccc(Cl)c2F)[C@]12C(=O)Nc1cc(Cl)ccc12. The result is 0 (unstable in human liver microsomes). (2) The result is 1 (stable in human liver microsomes). The compound is CCN(C)S(=O)(=O)NC(=O)c1ccc2c(C3CCCCC3)c3n(c2c1)CC1(C(=O)N2C4CCC2CN(C)C4)CC1c1cc(OC)ccc1-3. (3) The drug is COc1ccc(C[C@H](N)c2nc(O)c3cc(-c4cn[nH]c4)ccc3n2)cc1. The result is 1 (stable in human liver microsomes). (4) The drug is Cc1cscc1-c1cccnc1. The result is 0 (unstable in human liver microsomes). (5) The molecule is CC(C#Cc1ccccc1)=NN=C(N)NS(=O)(=O)c1cc(C)c(Cl)cc1SCc1ccccc1. The result is 1 (stable in human liver microsomes). (6) The drug is CC(C)(C)CCn1nc(-c2cccs2)c(O)c(C2=NS(=O)(=O)c3cc(OCC(N)=O)ccc3N2)c1=O. The result is 1 (stable in human liver microsomes). (7) The compound is CC(C)S(=O)(=O)c1ccc(-c2cnc3c(O)n(Cc4cc(F)ccc4C#N)c(N4CCC[C@@H](N)C4)nc2-3)cc1. The result is 0 (unstable in human liver microsomes). (8) The molecule is O=C(Nc1ccn(-c2cn(Cc3cccc(C(F)(F)F)c3)cn2)c(=O)c1)c1cscn1. The result is 0 (unstable in human liver microsomes). (9) The compound is Oc1ccc(-c2ccc(OC3CCN(C4CCC4)CC3)cc2)nn1. The result is 0 (unstable in human liver microsomes). (10) The drug is Cc1ccc(NC(=O)c2ccc(F)c(-n3cc(NC(=O)Nc4ccccc4Cl)cn3)c2)cn1. The result is 0 (unstable in human liver microsomes).